Dataset: Catalyst prediction with 721,799 reactions and 888 catalyst types from USPTO. Task: Predict which catalyst facilitates the given reaction. Reactant: [CH3:1][O:2][C:3]1[CH:4]=[C:5]([CH:23]=[CH:24][C:25]=1[O:26][CH3:27])[CH2:6][C@H:7]1[CH2:11][O:10][C:9](=[O:12])[C@@H:8]1[CH2:13][C:14]1[CH:19]=[CH:18][C:17]([OH:20])=[C:16]([O:21][CH3:22])[CH:15]=1.[CH3:28][N:29]([CH3:33])[C:30](Cl)=[O:31].[NH4+].[Cl-]. Product: [CH3:28][N:29]([CH3:33])[C:30](=[O:31])[O:20][C:17]1[CH:18]=[CH:19][C:14]([CH2:13][C@@H:8]2[C@@H:7]([CH2:6][C:5]3[CH:23]=[CH:24][C:25]([O:26][CH3:27])=[C:3]([O:2][CH3:1])[CH:4]=3)[CH2:11][O:10][C:9]2=[O:12])=[CH:15][C:16]=1[O:21][CH3:22]. The catalyst class is: 64.